Dataset: Catalyst prediction with 721,799 reactions and 888 catalyst types from USPTO. Task: Predict which catalyst facilitates the given reaction. (1) Reactant: [OH:1][CH:2]1[CH2:6][CH2:5][NH:4][CH2:3]1.C(N(CC)CC)C.[C:14](O[C:14]([O:16][C:17]([CH3:20])([CH3:19])[CH3:18])=[O:15])([O:16][C:17]([CH3:20])([CH3:19])[CH3:18])=[O:15]. Product: [C:17]([O:16][C:14]([N:4]1[CH2:5][CH2:6][CH:2]([OH:1])[CH2:3]1)=[O:15])([CH3:20])([CH3:19])[CH3:18]. The catalyst class is: 545. (2) Reactant: [C:1](N1C=CN=C1)([N:3]1[CH:7]=[CH:6][N:5]=[CH:4]1)=[O:2].[OH:13][C:14]([CH3:18])([CH3:17])[C:15]#[N:16].O. Product: [N:3]1([C:1]([O:13][C:14]([C:15]#[N:16])([CH3:18])[CH3:17])=[O:2])[CH:7]=[CH:6][N:5]=[CH:4]1. The catalyst class is: 2. (3) Product: [CH3:14][CH:13]([CH3:15])[CH2:12][CH:11]([NH2:10])[C:16]12[O:17][CH2:18][C:19]([CH3:24])([CH2:20][O:21]1)[CH2:22][O:23]2. The catalyst class is: 50. Reactant: C(OC(=O)[NH:10][CH:11]([C:16]12[O:23][CH2:22][C:19]([CH3:24])([CH2:20][O:21]1)[CH2:18][O:17]2)[CH2:12][CH:13]([CH3:15])[CH3:14])C1C=CC=CC=1. (4) Reactant: Cl[C:2]1[C:11]2[C:6](=[CH:7][CH:8]=[C:9]([C:12]([N:14]3[CH2:17][CH:16]([O:18][CH3:19])[CH2:15]3)=[O:13])[CH:10]=2)[CH:5]=[N:4][CH:3]=1.[CH3:20][C:21]([OH:44])([CH3:43])[CH2:22][N:23]1[CH:27]=[C:26]([C:28]2[CH:33]=[CH:32][C:31](B3OC(C)(C)C(C)(C)O3)=[CH:30][CH:29]=2)[CH:25]=[N:24]1.[O-]P([O-])([O-])=O.[K+].[K+].[K+]. Product: [OH:44][C:21]([CH3:43])([CH3:20])[CH2:22][N:23]1[CH:27]=[C:26]([C:28]2[CH:33]=[CH:32][C:31]([C:2]3[C:11]4[C:6](=[CH:7][CH:8]=[C:9]([C:12]([N:14]5[CH2:17][CH:16]([O:18][CH3:19])[CH2:15]5)=[O:13])[CH:10]=4)[CH:5]=[N:4][CH:3]=3)=[CH:30][CH:29]=2)[CH:25]=[N:24]1. The catalyst class is: 38. (5) Reactant: [CH:1]1[N:2]=[CH:3][N:4]2[CH:9]=[CH:8][C:7]([C:10]([OH:12])=O)=[CH:6][C:5]=12.Cl.Cl.[N:15]12[CH2:22][CH2:21][CH:18]([CH2:19][CH2:20]1)[C@@H:17]([NH2:23])[CH2:16]2.CCN(C(C)C)C(C)C.CN(C(ON1N=NC2C=CC=NC1=2)=[N+](C)C)C.F[P-](F)(F)(F)(F)F.[C:57]([OH:66])(=[O:65])[C@H:58]([C@@H:60]([C:62]([OH:64])=[O:63])[OH:61])[OH:59]. Product: [C:57]([OH:66])(=[O:65])[CH:58]([CH:60]([C:62]([OH:64])=[O:63])[OH:61])[OH:59].[N:15]12[CH2:22][CH2:21][CH:18]([CH2:19][CH2:20]1)[C@@H:17]([NH:23][C:10]([C:7]1[CH:8]=[CH:9][N:4]3[CH:3]=[N:2][CH:1]=[C:5]3[CH:6]=1)=[O:12])[CH2:16]2. The catalyst class is: 475. (6) Reactant: [C:1](Cl)(=O)C(Cl)=O.[CH2:7]([C@:14]1([CH2:20][C:21]([OH:23])=[O:22])[CH2:18][CH2:17][C@@H:16]([CH3:19])[CH2:15]1)[C:8]1[CH:13]=[CH:12][CH:11]=[CH:10][CH:9]=1.CN(C)C=O.C(N([CH:35]([CH3:37])[CH3:36])CC)(C)C. Product: [C:35]([O:22][C:21](=[O:23])[CH2:20][C@@:14]1([CH2:7][C:8]2[CH:13]=[CH:12][CH:11]=[CH:10][CH:9]=2)[CH2:18][CH2:17][C@@H:16]([CH3:19])[CH2:15]1)([CH3:37])([CH3:1])[CH3:36]. The catalyst class is: 96. (7) Reactant: [CH2:1]([N:8]1[CH:12]=[C:11]([C:13]([O:15]C)=[O:14])[N:10]=[N:9]1)[C:2]1[CH:7]=[CH:6][CH:5]=[CH:4][CH:3]=1. Product: [CH2:1]([N:8]1[CH:12]=[C:11]([C:13]([OH:15])=[O:14])[N:10]=[N:9]1)[C:2]1[CH:7]=[CH:6][CH:5]=[CH:4][CH:3]=1. The catalyst class is: 273.